Dataset: Forward reaction prediction with 1.9M reactions from USPTO patents (1976-2016). Task: Predict the product of the given reaction. (1) Given the reactants [CH3:1][N:2]1[C:6]([CH:7]2[O:13][CH2:12][CH:11]([OH:14])[CH:10]([OH:15])[CH2:9][CH2:8]2)=[C:5]([N+:16]([O-])=O)[CH:4]=[N:3]1.CCN(C(C)C)C(C)C.C1CN([P+](ON2N=NC3C=CC=CC2=3)(N2CCCC2)N2CCCC2)CC1.F[P-](F)(F)(F)(F)F.C(OC([NH:68][C:69]1[S:73][C:72]([C:74]2[C:79]([F:80])=[CH:78][CH:77]=[CH:76][C:75]=2[F:81])=[N:71][C:70]=1[C:82](O)=[O:83])=O)(C)(C)C, predict the reaction product. The product is: [NH2:68][C:69]1[S:73][C:72]([C:74]2[C:79]([F:80])=[CH:78][CH:77]=[CH:76][C:75]=2[F:81])=[N:71][C:70]=1[C:82]([NH:16][C:5]1[CH:4]=[N:3][N:2]([CH3:1])[C:6]=1[CH:7]1[CH2:8][CH2:9][C@@H:10]([OH:15])[C@@H:11]([OH:14])[CH2:12][O:13]1)=[O:83]. (2) Given the reactants [CH:1]([C:3]1[CH:4]=[C:5]([N:9]2[CH:13]=[N:12][N:11]=[N:10]2)[CH:6]=[CH:7][CH:8]=1)=[CH2:2].C1C=C(Cl)C=C(C(OO)=[O:22])C=1, predict the reaction product. The product is: [O:22]1[CH2:2][CH:1]1[C:3]1[CH:4]=[C:5]([N:9]2[CH:13]=[N:12][N:11]=[N:10]2)[CH:6]=[CH:7][CH:8]=1. (3) Given the reactants O1[C:5]2([CH2:10][CH2:9][CH:8](/[CH:11]=[C:12](\[C:18]3[CH:31]=[CH:30][C:29]4[S:28](=[O:33])(=[O:32])[C:27]5[C:22](=[CH:23][CH:24]=[CH:25][CH:26]=5)[N:21](C(OC(C)(C)C)=O)[C:20]=4[CH:19]=3)/[C:13]([O:15]CC)=[O:14])[CH2:7][CH2:6]2)[O:4]CC1.[OH-].[Na+].Cl, predict the reaction product. The product is: [O:33]=[S:28]1(=[O:32])[C:27]2[C:22](=[CH:23][CH:24]=[CH:25][CH:26]=2)[NH:21][C:20]2[CH:19]=[C:18](/[C:12](=[CH:11]\[CH:8]3[CH2:9][CH2:10][C:5](=[O:4])[CH2:6][CH2:7]3)/[C:13]([OH:15])=[O:14])[CH:31]=[CH:30][C:29]1=2. (4) Given the reactants [OH:1][CH:2]1[CH2:7][CH2:6][CH:5]([C:8]([O:10][CH2:11][CH3:12])=[O:9])[CH2:4][CH2:3]1.[CH3:13][O:14][C:15]1[CH:20]=[CH:19][CH:18]=[CH:17][C:16]=1O.C1(P(C2C=CC=CC=2)C2C=CC=CC=2)C=CC=CC=1, predict the reaction product. The product is: [CH3:13][O:14][C:15]1[CH:20]=[CH:19][CH:18]=[CH:17][C:16]=1[O:1][CH:2]1[CH2:3][CH2:4][CH:5]([C:8]([O:10][CH2:11][CH3:12])=[O:9])[CH2:6][CH2:7]1. (5) Given the reactants N[C:2]1[CH:10]=[CH:9][CH:8]=[C:7]([C:11](OC)=O)[C:3]=1[C:4]([OH:6])=O.[N+](C1C=CC=[C:20]([C:21](O)=[O:22])[C:19]=1C(O)=O)([O-])=O.C(O)(C(F)(F)F)=O, predict the reaction product. The product is: [OH:6][CH2:4][C:3]1[CH:2]=[CH:10][CH:9]=[C:8]2[C:7]=1[CH:11]=[CH:19][CH:20]=[C:21]2[OH:22]. (6) The product is: [OH:48][C:35]1([C:33]2[N:32]([S:49]([C:52]3[CH:57]=[CH:56][CH:55]=[CH:54][CH:53]=3)(=[O:51])=[O:50])[C:28]3=[N:29][CH:30]=[CH:31][C:26]([C:5]4[C:4]([C:16]5[CH:17]=[CH:18][C:19]([N+:22]([O-:24])=[O:23])=[CH:20][CH:21]=5)=[N:3][N:2]([CH3:1])[CH:6]=4)=[C:27]3[CH:34]=2)[CH2:36][CH2:37][N:38]([C:41]([O:43][C:44]([CH3:47])([CH3:46])[CH3:45])=[O:42])[CH2:39][CH2:40]1. Given the reactants [CH3:1][N:2]1[CH:6]=[C:5](B2OC(C)(C)C(C)(C)O2)[C:4]([C:16]2[CH:21]=[CH:20][C:19]([N+:22]([O-:24])=[O:23])=[CH:18][CH:17]=2)=[N:3]1.Br[C:26]1[CH:31]=[CH:30][N:29]=[C:28]2[N:32]([S:49]([C:52]3[CH:57]=[CH:56][CH:55]=[CH:54][CH:53]=3)(=[O:51])=[O:50])[C:33]([C:35]3([OH:48])[CH2:40][CH2:39][N:38]([C:41]([O:43][C:44]([CH3:47])([CH3:46])[CH3:45])=[O:42])[CH2:37][CH2:36]3)=[CH:34][C:27]=12, predict the reaction product. (7) Given the reactants [Cl:1][C:2]1[CH:7]=[CH:6][CH:5]=[CH:4][C:3]=1[N:8]1[C:12]([C:13](Cl)=[O:14])=[CH:11][C:10]([C:16]([F:19])([F:18])[F:17])=[N:9]1.C(Cl)(Cl)Cl.[CH3:24][S:25]([C:28]1[CH:29]=[C:30]([CH:33]=[CH:34][CH:35]=1)[CH2:31][NH2:32])(=[O:27])=[O:26], predict the reaction product. The product is: [CH3:24][S:25]([C:28]1[CH:29]=[C:30]([CH:33]=[CH:34][CH:35]=1)[CH2:31][NH:32][C:13]([C:12]1[N:8]([C:3]2[CH:4]=[CH:5][CH:6]=[CH:7][C:2]=2[Cl:1])[N:9]=[C:10]([C:16]([F:19])([F:18])[F:17])[CH:11]=1)=[O:14])(=[O:26])=[O:27].